Task: Predict the reactants needed to synthesize the given product.. Dataset: Full USPTO retrosynthesis dataset with 1.9M reactions from patents (1976-2016) (1) Given the product [CH:40]([O:39][C:37](=[O:38])[NH:26][C@@H:24]1[CH2:23][C:18]2[NH:19][C:20]3[CH:21]=[CH:22][C:14]([Br:13])=[CH:15][C:16]=3[C:17]=2[CH2:25]1)([CH3:42])[CH3:41], predict the reactants needed to synthesize it. The reactants are: O[C@H](CC1C=CC=CC=1)C(O)=O.[Br:13][C:14]1[CH:22]=[CH:21][C:20]2[NH:19][C:18]3[CH2:23][C@@H:24]([NH2:26])[CH2:25][C:17]=3[C:16]=2[CH:15]=1.C(N(C(C)C)CC)(C)C.Cl[C:37]([O:39][CH:40]([CH3:42])[CH3:41])=[O:38]. (2) Given the product [OH:4][CH2:3][CH2:5][NH:6][C:3]([C:5]1[N:6]=[C:7]([C:10]2[CH:15]=[CH:14][CH:13]=[C:12]([C:16]3[CH2:17][C:18](=[O:32])[NH:19][C:20]4[CH:26]=[C:25]([N:27]5[CH:31]=[CH:30][CH:29]=[CH:28]5)[CH:24]=[CH:23][C:21]=4[N:22]=3)[CH:11]=2)[O:8][CH:9]=1)=[O:4], predict the reactants needed to synthesize it. The reactants are: CO[C:3]([C:5]1[N:6]=[C:7]([C:10]2[CH:15]=[CH:14][CH:13]=[C:12]([C:16]3[CH2:17][C:18](=[O:32])[NH:19][C:20]4[CH:26]=[C:25]([N:27]5[CH:31]=[CH:30][CH:29]=[CH:28]5)[CH:24]=[CH:23][C:21]=4[N:22]=3)[CH:11]=2)[O:8][CH:9]=1)=[O:4]. (3) Given the product [Cl:40][C:37]1[CH:38]=[CH:39][C:34]([C@H:10]2[C@H:9]([OH:8])[C@@H:17]([OH:18])[C@H:16]([OH:26])[C:12]3([CH2:13][O:14][CH2:15]3)[O:11]2)=[CH:35][C:36]=1[CH2:41][C:42]1[CH:47]=[CH:46][C:45]([O:48][CH2:49][CH3:50])=[CH:44][CH:43]=1, predict the reactants needed to synthesize it. The reactants are: C([O:8][C@@H:9]1[C@@H:17]([O:18]CC2C=CC=CC=2)[C@H:16]([O:26]CC2C=CC=CC=2)[C:12]2([CH2:15][O:14][CH2:13]2)[O:11][C@H:10]1[C:34]1[CH:39]=[CH:38][C:37]([Cl:40])=[C:36]([CH2:41][C:42]2[CH:47]=[CH:46][C:45]([O:48][CH2:49][CH3:50])=[CH:44][CH:43]=2)[CH:35]=1)C1C=CC=CC=1.C(O)=O. (4) Given the product [CH2:1]([C:5]1[C:13]2[C:12](=[O:14])[NH:11][N:10]=[CH:9][C:8]=2[NH:7][C:6]=1[C:23]1[CH:28]=[CH:27][C:26]([O:29][CH:30]([F:31])[F:32])=[C:25]([O:33][CH:34]2[CH2:35][CH2:36]2)[CH:24]=1)[CH2:2][CH2:3][CH3:4], predict the reactants needed to synthesize it. The reactants are: [CH2:1]([C:5]1[C:13]2[C:12](=[O:14])[N:11](COCC[Si](C)(C)C)[N:10]=[CH:9][C:8]=2[NH:7][C:6]=1[C:23]1[CH:28]=[CH:27][C:26]([O:29][CH:30]([F:32])[F:31])=[C:25]([O:33][CH:34]2[CH2:36][CH2:35]2)[CH:24]=1)[CH2:2][CH2:3][CH3:4]. (5) Given the product [F:40][C:36]1[CH:37]=[CH:38][CH:39]=[C:2]([F:1])[C:3]=1[O:4][C:5]1[CH:6]=[N:7][N:8]([CH:12]([CH2:29][CH:30]2[CH2:31][CH2:32][O:33][CH2:34][CH2:35]2)[C:13]([NH:15][C:16]2[CH:20]=[C:19]([CH3:21])[N:18]([CH2:22][CH:23]([OH:25])[CH3:24])[N:17]=2)=[O:14])[C:9](=[O:11])[CH:10]=1, predict the reactants needed to synthesize it. The reactants are: [F:1][C:2]1[CH:39]=[CH:38][CH:37]=[C:36]([F:40])[C:3]=1[O:4][C:5]1[CH:6]=[N:7][N:8]([CH:12]([CH2:29][CH:30]2[CH2:35][CH2:34][O:33][CH2:32][CH2:31]2)[C:13]([NH:15][C:16]2[CH:20]=[C:19]([CH3:21])[N:18]([CH2:22][CH:23]([O:25]C(=O)C)[CH3:24])[N:17]=2)=[O:14])[C:9](=[O:11])[CH:10]=1.O.[OH-].[Li+]. (6) Given the product [Cl:1][C:2]1[C:3]([NH:10][C:11](=[O:16])[C:12]([CH3:13])([CH3:15])[CH3:14])=[C:4]([C:25]2([OH:28])[CH2:26][CH2:27][O:22][CH2:23][CH2:24]2)[C:5]([O:8][CH3:9])=[CH:6][CH:7]=1, predict the reactants needed to synthesize it. The reactants are: [Cl:1][C:2]1[CH:7]=[CH:6][C:5]([O:8][CH3:9])=[CH:4][C:3]=1[NH:10][C:11](=[O:16])[C:12]([CH3:15])([CH3:14])[CH3:13].C([Li])CCC.[O:22]1[CH2:27][CH2:26][C:25](=[O:28])[CH2:24][CH2:23]1.O.